This data is from NCI-60 drug combinations with 297,098 pairs across 59 cell lines. The task is: Regression. Given two drug SMILES strings and cell line genomic features, predict the synergy score measuring deviation from expected non-interaction effect. (1) Drug 1: CC1=CC=C(C=C1)C2=CC(=NN2C3=CC=C(C=C3)S(=O)(=O)N)C(F)(F)F. Drug 2: CC(C)(C#N)C1=CC(=CC(=C1)CN2C=NC=N2)C(C)(C)C#N. Cell line: 786-0. Synergy scores: CSS=-0.646, Synergy_ZIP=0.605, Synergy_Bliss=1.02, Synergy_Loewe=-0.347, Synergy_HSA=-0.101. (2) Drug 1: CC1=CC=C(C=C1)C2=CC(=NN2C3=CC=C(C=C3)S(=O)(=O)N)C(F)(F)F. Drug 2: C1CC(=O)NC(=O)C1N2C(=O)C3=CC=CC=C3C2=O. Cell line: 786-0. Synergy scores: CSS=-1.42, Synergy_ZIP=-0.0555, Synergy_Bliss=-1.05, Synergy_Loewe=-2.42, Synergy_HSA=-1.89.